Dataset: Full USPTO retrosynthesis dataset with 1.9M reactions from patents (1976-2016). Task: Predict the reactants needed to synthesize the given product. (1) Given the product [NH2:1][C:2]1[N:11]=[C:10]([OH:12])[C:9]2[C:4](=[N:5][CH:6]=[C:7]([CH2:13][NH:14][C:15]3[CH:16]=[CH:17][C:18]([C:19]([NH:21][C@@H:22]([CH2:23][CH2:24][C:25]([NH:26][CH2:27][CH2:28][O:29][CH2:30][CH2:31][O:32][CH2:33][CH2:34][NH2:35])=[O:43])[C:44]([OH:46])=[O:45])=[O:20])=[CH:48][CH:49]=3)[N:8]=2)[N:3]=1, predict the reactants needed to synthesize it. The reactants are: [NH2:1][C:2]1[N:11]=[C:10]([OH:12])[C:9]2[C:4](=[N:5][CH:6]=[C:7]([CH2:13][NH:14][C:15]3[CH:49]=[CH:48][C:18]([C:19]([NH:21][C@H:22]([C:44]([O:46]C)=[O:45])[CH2:23][CH2:24][C:25](=[O:43])[NH:26][CH2:27][CH2:28][O:29][CH2:30][CH2:31][O:32][CH2:33][CH2:34][NH:35]C(=O)OC(C)(C)C)=[O:20])=[CH:17][CH:16]=3)[N:8]=2)[N:3]=1.[OH-].[Li+].C1COCC1.O. (2) Given the product [NH2:7][C@H:8]([CH2:29][O:30][CH2:31][C:32]1[CH:33]=[CH:34][C:35]([F:38])=[CH:36][CH:37]=1)[C:9]([N:11]1[CH2:28][CH2:27][CH2:26][C:13]2([C:17](=[O:18])[N:16]([CH3:19])[CH2:15][CH:14]2[C:20]2[CH:21]=[CH:22][CH:23]=[CH:24][CH:25]=2)[CH2:12]1)=[O:10], predict the reactants needed to synthesize it. The reactants are: C(OC(=O)[NH:7][C@H:8]([CH2:29][O:30][CH2:31][C:32]1[CH:37]=[CH:36][C:35]([F:38])=[CH:34][CH:33]=1)[C:9]([N:11]1[CH2:28][CH2:27][CH2:26][C:13]2([C:17](=[O:18])[N:16]([CH3:19])[CH2:15][CH:14]2[C:20]2[CH:25]=[CH:24][CH:23]=[CH:22][CH:21]=2)[CH2:12]1)=[O:10])(C)(C)C.C(O)(C(F)(F)F)=O. (3) Given the product [C-:8]1([CH2:22][N:14]([CH2:6][C-:1]2[CH:2]=[CH:3][CH:4]=[CH:5]2)[CH2:15][CH2:16][CH2:17][CH2:18][CH2:19][CH2:20][OH:21])[CH:12]=[CH:11][CH:10]=[CH:9]1.[CH-:1]1[CH:5]=[CH:4][CH:3]=[CH:2]1.[Fe+2:13].[CH-:1]1[CH:5]=[CH:4][CH:3]=[CH:2]1.[Fe+2:13], predict the reactants needed to synthesize it. The reactants are: [C-:1]1([CH:6]=O)[CH:5]=[CH:4][CH:3]=[CH:2]1.[CH-:8]1[CH:12]=[CH:11][CH:10]=[CH:9]1.[Fe+2:13].[NH2:14][CH2:15][CH2:16][CH2:17][CH2:18][CH2:19][CH2:20][OH:21].[C:22](O[BH-](OC(=O)C)OC(=O)C)(=O)C.[Na+]. (4) The reactants are: [CH2:1]([S:4][C:5]1[CH:10]=[CH:9][CH:8]=[CH:7][CH:6]=1)[CH:2]=[CH2:3].N1C(=O)NC(=O)NC1=[O:13].C1(C)C=CC=CC=1.Cl[O-].[Na+].[OH2:30]. Given the product [CH2:1]([S:4]([C:5]1[CH:10]=[CH:9][CH:8]=[CH:7][CH:6]=1)(=[O:13])=[O:30])[CH:2]=[CH2:3], predict the reactants needed to synthesize it. (5) Given the product [F:21][C:22]1[CH:30]=[C:29]2[C:25]([C:26]([C:40]3[CH:41]=[N:42][N:43]([CH:45]4[CH2:50][CH2:49][N:48]([C:51]([NH2:53])=[O:52])[CH2:47][CH2:46]4)[CH:44]=3)=[CH:27][NH:28]2)=[CH:24][CH:23]=1, predict the reactants needed to synthesize it. The reactants are: FC1C=C2C(C(I)=CN2S(C2C=CC=CC=2)(=O)=O)=CC=1.[F:21][C:22]1[CH:30]=[C:29]2[C:25]([C:26]([C:40]3[CH:41]=[N:42][N:43]([CH:45]4[CH2:50][CH2:49][N:48]([C:51]([NH2:53])=[O:52])[CH2:47][CH2:46]4)[CH:44]=3)=[CH:27][N:28]2S(C2C=CC=CC=2)(=O)=O)=[CH:24][CH:23]=1. (6) Given the product [CH3:1][O:2][C:3](=[O:22])[C@H:4]([NH:14][C:15]([O:17][C:18]([CH3:19])([CH3:21])[CH3:20])=[O:16])[CH2:5][C:6]1[S:7][C:8]([CH:11]([CH3:13])[CH3:12])=[CH:9][CH:10]=1, predict the reactants needed to synthesize it. The reactants are: [CH3:1][O:2][C:3](=[O:22])[C@H:4]([NH:14][C:15]([O:17][C:18]([CH3:21])([CH3:20])[CH3:19])=[O:16])[CH2:5][C:6]1[S:7][C:8]([C:11]([CH3:13])=[CH2:12])=[CH:9][CH:10]=1. (7) Given the product [Br:1][C:2]1[CH:9]=[C:8]([S:12][CH3:11])[CH:7]=[CH:6][C:3]=1[CH:4]=[O:5], predict the reactants needed to synthesize it. The reactants are: [Br:1][C:2]1[CH:9]=[C:8](F)[CH:7]=[CH:6][C:3]=1[CH:4]=[O:5].[CH3:11][S-:12].[Na+]. (8) Given the product [N:24]1[CH:25]=[CH:26][N:27]=[CH:28][C:23]=1[C:2]1[CH:3]=[C:4]([C:28]2[CH:23]=[N:24][CH:25]=[CH:26][N:27]=2)[C:5]2[S:9][C:8]([NH:10][C:11]([NH:13][CH2:14][CH3:15])=[O:12])=[N:7][C:6]=2[CH:16]=1, predict the reactants needed to synthesize it. The reactants are: I[C:2]1[CH:3]=[C:4](I)[C:5]2[S:9][C:8]([NH:10][C:11]([NH:13][CH2:14][CH3:15])=[O:12])=[N:7][C:6]=2[CH:16]=1.C([Sn](CCCC)(CCCC)[C:23]1[CH:28]=[N:27][CH:26]=[CH:25][N:24]=1)CCC. (9) The reactants are: [C:1]1([C:13]2[C:14](=[O:27])[NH:15][C:16](=[O:26])[C:17]=2[C:18]2[CH:23]=[CH:22][CH:21]=[C:20]([O:24][CH3:25])[CH:19]=2)[C:11]2=[C:12]3[C:7](=[CH:8][CH:9]=[CH:10]2)[CH2:6][CH2:5][CH2:4][N:3]3[CH:2]=1.[Mg]. Given the product [C:1]1([C@H:13]2[C@H:17]([C:18]3[CH:23]=[CH:22][CH:21]=[C:20]([O:24][CH3:25])[CH:19]=3)[C:16](=[O:26])[NH:15][C:14]2=[O:27])[C:11]2=[C:12]3[C:7](=[CH:8][CH:9]=[CH:10]2)[CH2:6][CH2:5][CH2:4][N:3]3[CH:2]=1, predict the reactants needed to synthesize it. (10) Given the product [F:50][C:24]1[CH:23]=[C:22]([CH:27]=[CH:26][C:25]=1[CH2:28][NH:29][C:30]([NH:32][C:33]1[CH:38]=[CH:37][C:36]([S:39]([N:42]2[CH2:43][CH2:44][CH:45]([CH2:48][NH:1][CH2:2][C@H:3]([OH:4])[C:5]3[CH:6]=[CH:7][C:8]([OH:16])=[C:9]([NH:11][S:12]([CH3:15])(=[O:14])=[O:13])[CH:10]=3)[CH2:46][CH2:47]2)(=[O:40])=[O:41])=[CH:35][CH:34]=1)=[O:31])[O:21][CH2:20][C:19]([O:18][CH3:17])=[O:51], predict the reactants needed to synthesize it. The reactants are: [NH2:1][CH2:2][C@@H:3]([C:5]1[CH:6]=[CH:7][C:8]([OH:16])=[C:9]([NH:11][S:12]([CH3:15])(=[O:14])=[O:13])[CH:10]=1)[OH:4].[CH3:17][O:18][C:19](=[O:51])[CH2:20][O:21][C:22]1[CH:27]=[CH:26][C:25]([CH2:28][NH:29][C:30]([NH:32][C:33]2[CH:38]=[CH:37][C:36]([S:39]([N:42]3[CH2:47][CH2:46][CH:45]([CH:48]=O)[CH2:44][CH2:43]3)(=[O:41])=[O:40])=[CH:35][CH:34]=2)=[O:31])=[C:24]([F:50])[CH:23]=1.C(O)(=O)C.C([BH3-])#N.[Na+].